This data is from Full USPTO retrosynthesis dataset with 1.9M reactions from patents (1976-2016). The task is: Predict the reactants needed to synthesize the given product. (1) Given the product [CH2:1]([Si:4]1([Cl:7])[N:25]([CH3:26])[C@@H:16]([CH3:15])[C@H:17]([C:18]2[CH:23]=[CH:22][CH:21]=[CH:20][CH:19]=2)[O:24]1)[CH:2]=[CH2:3], predict the reactants needed to synthesize it. The reactants are: [CH2:1]([Si:4]([Cl:7])(Cl)Cl)[CH:2]=[CH2:3].C(N(CC)CC)C.[CH3:15][C@H:16]([NH:25][CH3:26])[C@@H:17]([OH:24])[C:18]1[CH:23]=[CH:22][CH:21]=[CH:20][CH:19]=1. (2) The reactants are: [C:1]([C:4]1[CH:9]=[CH:8][C:7]([C:10]2[CH:15]=[CH:14][C:13]([CH2:16][C:17](O)=[O:18])=[CH:12][CH:11]=2)=[CH:6][CH:5]=1)(=[O:3])[CH3:2].Cl.Cl.[NH2:22][CH:23]1[CH2:28][CH2:27][N:26]([CH2:29][C:30]2[CH:35]=[CH:34][C:33]([Cl:36])=[C:32]([Cl:37])[CH:31]=2)[CH2:25][CH2:24]1.CCN=C=NCCCN(C)C.Cl.C1C=CC2N(O)N=NC=2C=1. Given the product [C:1]([C:4]1[CH:9]=[CH:8][C:7]([C:10]2[CH:15]=[CH:14][C:13]([CH2:16][C:17]([NH:22][CH:23]3[CH2:28][CH2:27][N:26]([CH2:29][C:30]4[CH:35]=[CH:34][C:33]([Cl:36])=[C:32]([Cl:37])[CH:31]=4)[CH2:25][CH2:24]3)=[O:18])=[CH:12][CH:11]=2)=[CH:6][CH:5]=1)(=[O:3])[CH3:2], predict the reactants needed to synthesize it. (3) Given the product [Br:1][C:2]1[CH:6]=[C:5]([C:7]([NH:9][C:10]2[C:11]([C:17]([NH:18][CH:19]([CH:21]3[CH2:23][CH2:22]3)[CH3:20])=[O:24])=[CH:12][C:13]([Cl:16])=[CH:14][C:15]=2[Br:40])=[O:8])[N:4]([C:25]2[C:30]([Cl:31])=[CH:29][CH:28]=[CH:27][N:26]=2)[N:3]=1, predict the reactants needed to synthesize it. The reactants are: [Br:1][C:2]1[CH:6]=[C:5]([C:7]([NH:9][C:10]2[CH:15]=[CH:14][C:13]([Cl:16])=[CH:12][C:11]=2[C:17](=[O:24])[NH:18][CH:19]([CH:21]2[CH2:23][CH2:22]2)[CH3:20])=[O:8])[N:4]([C:25]2[C:30]([Cl:31])=[CH:29][CH:28]=[CH:27][N:26]=2)[N:3]=1.C(OCC)(=O)C.[OH-].[Na+].[Br:40]Br. (4) Given the product [C:52]([C:56]1[CH:61]=[CH:60][CH:59]=[CH:58][C:57]=1[NH:62][CH:63]1[CH2:68][CH2:67][N:66]([C:16](=[O:18])[CH2:15][NH:14][C:12]([C:9]2[CH:8]=[C:7]([C:1]3[CH:2]=[CH:3][CH:4]=[CH:5][CH:6]=3)[NH:11][N:10]=2)=[O:13])[CH2:65][CH2:64]1)([CH3:55])([CH3:53])[CH3:54], predict the reactants needed to synthesize it. The reactants are: [C:1]1([C:7]2[NH:11][N:10]=[C:9]([C:12]([NH:14][CH2:15][C:16]([OH:18])=O)=[O:13])[CH:8]=2)[CH:6]=[CH:5][CH:4]=[CH:3][CH:2]=1.CCN(C(C)C)C(C)C.C1C=CC2N(O)N=NC=2C=1.CCN=C=NCCCN(C)C.Cl.Cl.Cl.[C:52]([C:56]1[CH:61]=[CH:60][CH:59]=[CH:58][C:57]=1[NH:62][CH:63]1[CH2:68][CH2:67][NH:66][CH2:65][CH2:64]1)([CH3:55])([CH3:54])[CH3:53]. (5) Given the product [CH3:1][S:2][C:3]1[N:4]=[CH:5][C:6]2[C:15](=[O:16])[N:14]([C:17]3[CH:18]=[C:19]([C:23]4[O:24][CH:25]=[C:26]([C:28]([NH2:37])=[O:30])[N:27]=4)[CH:20]=[CH:21][CH:22]=3)[CH2:13][C@H:12]3[N:8]([CH2:9][CH2:10][CH2:11]3)[C:7]=2[N:31]=1, predict the reactants needed to synthesize it. The reactants are: [CH3:1][S:2][C:3]1[N:4]=[CH:5][C:6]2[C:15](=[O:16])[N:14]([C:17]3[CH:18]=[C:19]([C:23]4[O:24][CH:25]=[C:26]([C:28]([OH:30])=O)[N:27]=4)[CH:20]=[CH:21][CH:22]=3)[CH2:13][C@H:12]3[N:8]([CH2:9][CH2:10][CH2:11]3)[C:7]=2[N:31]=1.O.N.Cl.C([N:37]=C=NCCCN(C)C)C.ON1C2C=CC=CC=2N=N1. (6) Given the product [Cl:1][C:2]1[N:7]=[C:6]([NH:15][C:14]2[CH:16]=[CH:17][C:11]([CH3:10])=[C:12]([C:18]([F:19])([F:20])[F:21])[CH:13]=2)[C:5]([F:9])=[CH:4][N:3]=1, predict the reactants needed to synthesize it. The reactants are: [Cl:1][C:2]1[N:7]=[C:6](Cl)[C:5]([F:9])=[CH:4][N:3]=1.[CH3:10][C:11]1[CH:17]=[CH:16][C:14]([NH2:15])=[CH:13][C:12]=1[C:18]([F:21])([F:20])[F:19]. (7) Given the product [C@H:1]1([N:13]2[CH2:14][CH2:15][CH:16]([N:19]3[C:27]4[C:22](=[N:23][CH:24]=[CH:25][CH:26]=4)[N:21]([CH3:31])[C:20]3=[O:28])[CH2:17][CH2:18]2)[C:11]2=[C:12]3[C:7](=[CH:8][CH:9]=[CH:10]2)[CH:6]=[CH:5][CH:4]=[C:3]3[CH2:2]1, predict the reactants needed to synthesize it. The reactants are: [C@H:1]1([N:13]2[CH2:18][CH2:17][CH:16]([N:19]3[C:27]4[C:22](=[N:23][CH:24]=[CH:25][CH:26]=4)[NH:21][C:20]3=[O:28])[CH2:15][CH2:14]2)[C:11]2=[C:12]3[C:7](=[CH:8][CH:9]=[CH:10]2)[CH:6]=[CH:5][CH:4]=[C:3]3[CH2:2]1.[H-].[Na+].[CH3:31]I.[Cl-].[NH4+].